Dataset: Reaction yield outcomes from USPTO patents with 853,638 reactions. Task: Predict the reaction yield, written as a fraction of the theoretical maximum amount of product (1.0 means a 100% yield; for example, 0.34 means a 34% yield). (1) The reactants are Cl.[CH3:2][O:3][C:4]1[CH:9]=[CH:8][CH:7]=[CH:6][C:5]=1[N:10]1[CH2:15][CH2:14][NH:13][CH2:12][CH2:11]1.Br[CH:17]([CH3:24])[CH2:18][C:19]([O:21][CH2:22][CH3:23])=[O:20].C(=O)([O-])[O-].[K+].[K+].[I-].[K+]. The catalyst is C(#N)C.O. The product is [CH3:2][O:3][C:4]1[CH:9]=[CH:8][CH:7]=[CH:6][C:5]=1[N:10]1[CH2:15][CH2:14][N:13]([CH:17]([CH3:24])[CH2:18][C:19]([O:21][CH2:22][CH3:23])=[O:20])[CH2:12][CH2:11]1. The yield is 0.420. (2) The yield is 0.890. The catalyst is N1C=CC=CC=1.C(OCC)(=O)C. The reactants are [F:1][C:2]1[C:8]([F:9])=[CH:7][CH:6]=[CH:5][C:3]=1[NH2:4].[Cl:10][CH2:11][CH2:12][CH2:13][O:14][C:15]1[CH:24]=[C:23]2[C:18]([C:19]([NH:25][C:26]3[CH:30]=[C:29]([CH2:31][C:32](O)=[O:33])[NH:28][N:27]=3)=[N:20][CH:21]=[N:22]2)=[CH:17][CH:16]=1.P(Cl)(Cl)(Cl)=O.CCOCC. The product is [Cl:10][CH2:11][CH2:12][CH2:13][O:14][C:15]1[CH:24]=[C:23]2[C:18]([C:19]([NH:25][C:26]3[CH:30]=[C:29]([CH2:31][C:32]([NH:4][C:3]4[CH:5]=[CH:6][CH:7]=[C:8]([F:9])[C:2]=4[F:1])=[O:33])[NH:28][N:27]=3)=[N:20][CH:21]=[N:22]2)=[CH:17][CH:16]=1.